Dataset: Full USPTO retrosynthesis dataset with 1.9M reactions from patents (1976-2016). Task: Predict the reactants needed to synthesize the given product. Given the product [I:1][C:2]1[CH:3]=[CH:4][C:5]([C:6]([N:24]2[CH2:31][CH2:30][CH:29]([C:33]3[CH:18]=[N:17][CH:16]=[CH:15][CH:14]=3)[CH2:28]2)=[O:8])=[CH:9][CH:10]=1, predict the reactants needed to synthesize it. The reactants are: [I:1][C:2]1[CH:10]=[CH:9][C:5]([C:6]([OH:8])=O)=[CH:4][CH:3]=1.Cl.CN(C)[CH2:14][CH2:15][CH2:16][N:17]=[C:18]=NCC.O[N:24]1[C:28]2[CH:29]=[CH:30][CH:31]=CC=2N=N1.[CH3:33]N(C=O)C.